From a dataset of Forward reaction prediction with 1.9M reactions from USPTO patents (1976-2016). Predict the product of the given reaction. (1) Given the reactants Cl[C:2]1[N:7]=[C:6]([N:8]([CH3:24])[C:9]2[CH:14]=[CH:13][N:12]=[C:11]([NH:15][CH2:16][CH2:17][C:18]3[CH:23]=[CH:22][CH:21]=[CH:20][CH:19]=3)[N:10]=2)[CH:5]=[CH:4][CH:3]=1.[F:25][C:26]([F:37])([F:36])[C:27]1[CH:32]=[CH:31][C:30](B(O)O)=[CH:29][CH:28]=1.C(=O)([O-])[O-].[Na+].[Na+], predict the reaction product. The product is: [CH3:24][N:8]([C:6]1[CH:5]=[CH:4][CH:3]=[C:2]([C:30]2[CH:31]=[CH:32][C:27]([C:26]([F:37])([F:36])[F:25])=[CH:28][CH:29]=2)[N:7]=1)[C:9]1[CH:14]=[CH:13][N:12]=[C:11]([NH:15][CH2:16][CH2:17][C:18]2[CH:23]=[CH:22][CH:21]=[CH:20][CH:19]=2)[N:10]=1. (2) Given the reactants [Cl:1][C:2]1[CH:3]=[C:4]2[C:8](=[CH:9][CH:10]=1)[NH:7][CH:6]=[CH:5]2.[Cl-].[CH3:12][C:13]1[CH:14]=[C:15]([CH:20]=[CH:21][CH:22]=1)[CH:16]=[N+:17]([CH3:19])[CH3:18].CC1C=C(C=CC=1)C=O.CNC, predict the reaction product. The product is: [Cl:1][C:2]1[CH:3]=[C:4]2[C:8](=[CH:9][CH:10]=1)[NH:7][CH:6]=[C:5]2[CH:16]([N:17]([CH3:18])[CH3:19])[C:15]1[CH:14]=[C:13]([CH3:12])[CH:22]=[CH:21][CH:20]=1. (3) Given the reactants [CH3:1][N:2]1[CH2:7][CH2:6][N:5]([C:8]([NH:10][C:11]2[CH:16]=[C:15]([O:17][C:18]3[C:19]([CH3:27])=[N:20][C:21]([N+:24]([O-])=O)=[CH:22][CH:23]=3)[CH:14]=[CH:13][N:12]=2)=[O:9])[CH2:4][CH2:3]1.[NH4+].[Cl-], predict the reaction product. The product is: [NH2:24][C:21]1[N:20]=[C:19]([CH3:27])[C:18]([O:17][C:15]2[CH:14]=[CH:13][N:12]=[C:11]([NH:10][C:8]([N:5]3[CH2:6][CH2:7][N:2]([CH3:1])[CH2:3][CH2:4]3)=[O:9])[CH:16]=2)=[CH:23][CH:22]=1. (4) Given the reactants [N:1]([CH2:4][C:5]1[CH:6]=[C:7]2[C:12](=[CH:13][CH:14]=1)[N:11]=[CH:10][CH:9]=[C:8]2[O:15][CH2:16][C:17]1[CH:22]=[CH:21][CH:20]=[CH:19][CH:18]=1)=[N+]=[N-].C1(P(C2C=CC=CC=2)C2C=CC=CC=2)C=CC=CC=1.C([O:45][C:46]1[CH:54]=[CH:53][C:49]([C:50](O)=[O:51])=[CH:48][CH:47]=1)(=O)C.C1C=CC2N(O)N=NC=2C=1.CCN=C=NCCCN(C)C.[OH-].[Na+].Cl, predict the reaction product. The product is: [CH2:16]([O:15][C:8]1[C:7]2[C:12](=[CH:13][CH:14]=[C:5]([CH2:4][NH:1][C:50](=[O:51])[C:49]3[CH:53]=[CH:54][C:46]([OH:45])=[CH:47][CH:48]=3)[CH:6]=2)[N:11]=[CH:10][CH:9]=1)[C:17]1[CH:22]=[CH:21][CH:20]=[CH:19][CH:18]=1. (5) Given the reactants [C:1]([O:5][C@@H:6]([C:10]1[C:19]([CH3:20])=[CH:18][C:17]2[C:12](=[CH:13][CH:14]=[C:15]([C:21]3[CH:26]=CC=[CH:23][N:22]=3)[CH:16]=2)[C:11]=1[C:27]1[CH:32]=[CH:31][C:30]([Cl:33])=[CH:29][CH:28]=1)[C:7]([OH:9])=[O:8])([CH3:4])([CH3:3])[CH3:2].C([Sn](CCCC)(CCCC)[C:39]1C=CC=C[N:40]=1)CCC, predict the reaction product. The product is: [C:1]([O:5][C@@H:6]([C:10]1[C:19]([CH3:20])=[CH:18][C:17]2[C:12](=[CH:13][CH:14]=[C:15]([C:21]3[N:22]=[CH:23][N:40]([CH3:39])[CH:26]=3)[CH:16]=2)[C:11]=1[C:27]1[CH:28]=[CH:29][C:30]([Cl:33])=[CH:31][CH:32]=1)[C:7]([OH:9])=[O:8])([CH3:2])([CH3:4])[CH3:3]. (6) Given the reactants CN(C)[CH:3]=[C:4]([C:10]1[CH:11]=[N:12][CH:13]=[CH:14][CH:15]=1)[C:5](OCC)=[O:6].[C:17]([O:21][CH2:22][C:23]1[CH:24]=[CH:25][C:26]([NH:29][NH2:30])=[N:27][CH:28]=1)([CH3:20])([CH3:19])[CH3:18].C1(C)C=CC(S(O)(=O)=O)=CC=1, predict the reaction product. The product is: [C:17]([O:21][CH2:22][C:23]1[CH:24]=[CH:25][C:26]([N:29]2[C:5](=[O:6])[C:4]([C:10]3[CH:11]=[N:12][CH:13]=[CH:14][CH:15]=3)=[CH:3][NH:30]2)=[N:27][CH:28]=1)([CH3:20])([CH3:18])[CH3:19]. (7) Given the reactants [CH3:1][S:2][C:3]1[N:4]=[CH:5][C:6]2[C:15](=[O:16])[N:14]([C:17]3[CH:18]=[C:19]([C:23]4[O:24][CH2:25][C@@H:26]([C:28]([O:30][CH3:31])=[O:29])[N:27]=4)[CH:20]=[CH:21][CH:22]=3)[CH2:13][C@H:12]3[N:8]([CH2:9][CH2:10][CH2:11]3)[C:7]=2[N:32]=1.BrC(Cl)(Cl)Cl.N12CCCC=C1CCCCN2, predict the reaction product. The product is: [CH3:1][S:2][C:3]1[N:4]=[CH:5][C:6]2[C:15](=[O:16])[N:14]([C:17]3[CH:18]=[C:19]([C:23]4[O:24][CH:25]=[C:26]([C:28]([O:30][CH3:31])=[O:29])[N:27]=4)[CH:20]=[CH:21][CH:22]=3)[CH2:13][C@H:12]3[N:8]([CH2:9][CH2:10][CH2:11]3)[C:7]=2[N:32]=1.